The task is: Predict the product of the given reaction.. This data is from Forward reaction prediction with 1.9M reactions from USPTO patents (1976-2016). (1) Given the reactants [OH:1][C@@H:2]1[C@@H:7]([OH:8])[C@H:6]([OH:9])[C@@H:5]([CH2:10][OH:11])[O:4][C@H:3]1[CH2:12][C:13]1[CH:18]=[CH:17][C:16]([C@H:19]2[N:22]([C:23]3[CH:28]=[CH:27][C:26]([F:29])=[CH:25][CH:24]=3)[C:21](=[O:30])[C@@H:20]2[CH2:31][CH2:32][C:33]([C:35]2[CH:40]=[CH:39][C:38]([F:41])=[CH:37][CH:36]=2)=[O:34])=[CH:15][CH:14]=1, predict the reaction product. The product is: [F:41][C:38]1[CH:39]=[CH:40][C:35]([C@@H:33]([OH:34])[CH2:32][CH2:31][C@@H:20]2[C@@H:19]([C:16]3[CH:15]=[CH:14][C:13]([CH2:12][C@H:3]4[C@H:2]([OH:1])[C@@H:7]([OH:8])[C@H:6]([OH:9])[C@@H:5]([CH2:10][OH:11])[O:4]4)=[CH:18][CH:17]=3)[N:22]([C:23]3[CH:24]=[CH:25][C:26]([F:29])=[CH:27][CH:28]=3)[C:21]2=[O:30])=[CH:36][CH:37]=1. (2) Given the reactants Br[C:2]1[CH:10]=[C:9]2[C:5]([CH2:6][CH2:7][N:8]2[C:11]([O:13][C:14]([CH3:17])([CH3:16])[CH3:15])=[O:12])=[CH:4][CH:3]=1.[CH3:18][C:19]1C=CC=C(C)[C:20]=1CN1C2C(=CC=C(C(O)=O)C=2)C(C)=C1, predict the reaction product. The product is: [CH2:20]([C:2]1[CH:10]=[C:9]2[C:5]([CH2:6][CH2:7][N:8]2[C:11]([O:13][C:14]([CH3:17])([CH3:16])[CH3:15])=[O:12])=[CH:4][CH:3]=1)[CH:19]=[CH2:18]. (3) Given the reactants [F:1][C:2]1[CH:20]=[C:19]([CH2:21][OH:22])[CH:18]=[C:17]([F:23])[C:3]=1[O:4][C:5]1[CH:12]=[CH:11][C:8]([C:9]#[N:10])=[C:7]([C:13]([F:16])([F:15])[F:14])[CH:6]=1.[H-].[Na+].Cl[C:27]1[CH:28]=[C:29]2[N:36]([CH3:37])[CH2:35][CH2:34][N:30]2[C:31](=[O:33])[N:32]=1, predict the reaction product. The product is: [F:1][C:2]1[CH:20]=[C:19]([CH2:21][O:22][C:27]2[CH:28]=[C:29]3[N:36]([CH3:37])[CH2:35][CH2:34][N:30]3[C:31](=[O:33])[N:32]=2)[CH:18]=[C:17]([F:23])[C:3]=1[O:4][C:5]1[CH:12]=[CH:11][C:8]([C:9]#[N:10])=[C:7]([C:13]([F:15])([F:16])[F:14])[CH:6]=1. (4) Given the reactants [NH:1]1[CH2:6][CH2:5][CH:4]([C:7]([O:9][CH2:10][CH3:11])=[O:8])[CH2:3][CH2:2]1.C(N(C(C)C)C(C)C)C.[C:21]([C:24]1[N:29]=[C:28]([C:30]2[CH:35]=[CH:34][C:33]([C:36]3[CH:41]=[CH:40][C:39]([CH2:42][C:43](O)=[O:44])=[CH:38][C:37]=3[Cl:46])=[CH:32][CH:31]=2)[C:27]([CH3:47])=[N:26][C:25]=1[CH3:48])(=[O:23])[NH2:22].Cl.CN(C)CCCN=C=NCC.N1(O)C2C=CC=CC=2N=N1, predict the reaction product. The product is: [C:21]([C:24]1[N:29]=[C:28]([C:30]2[CH:35]=[CH:34][C:33]([C:36]3[CH:41]=[CH:40][C:39]([CH2:42][C:43]([N:1]4[CH2:6][CH2:5][CH:4]([C:7]([O:9][CH2:10][CH3:11])=[O:8])[CH2:3][CH2:2]4)=[O:44])=[CH:38][C:37]=3[Cl:46])=[CH:32][CH:31]=2)[C:27]([CH3:47])=[N:26][C:25]=1[CH3:48])(=[O:23])[NH2:22]. (5) The product is: [C:30]([C:29]1[CH:28]=[CH:27][C:26]([CH:9]2[N:10]([CH2:41][C:42]([O:44][C:45]([CH3:48])([CH3:47])[CH3:46])=[O:43])[C:11](=[O:25])[N:12]([C:15]3[CH:20]=[CH:19][CH:18]=[C:17]([C:21]([F:22])([F:23])[F:24])[CH:16]=3)[C:13]([CH3:14])=[C:8]2[C:6]([C:2]2[O:1][CH:5]=[CH:4][CH:3]=2)=[O:7])=[CH:33][CH:32]=1)#[N:31]. Given the reactants [O:1]1[CH:5]=[CH:4][CH:3]=[C:2]1[C:6]([C:8]1[CH:9]([C:26]2[CH:33]=[CH:32][C:29]([C:30]#[N:31])=[CH:28][CH:27]=2)[NH:10][C:11](=[O:25])[N:12]([C:15]2[CH:20]=[CH:19][CH:18]=[C:17]([C:21]([F:24])([F:23])[F:22])[CH:16]=2)[C:13]=1[CH3:14])=[O:7].C(=O)([O-])[O-].[K+].[K+].Br[CH2:41][C:42]([O:44][C:45]([CH3:48])([CH3:47])[CH3:46])=[O:43], predict the reaction product.